From a dataset of Catalyst prediction with 721,799 reactions and 888 catalyst types from USPTO. Predict which catalyst facilitates the given reaction. Reactant: [F:1][C:2]([F:22])([F:21])[CH2:3][O:4][C:5]1[C:10]([N+:11]([O-])=O)=[C:9]([O:14][CH2:15][C:16]([F:19])([F:18])[F:17])[CH:8]=[C:7]([CH3:20])[N:6]=1.S(S([O-])=O)([O-])=O.[Na+].[Na+].S(=O)(=O)(O)O.N. Product: [NH2:11][C:10]1[C:5]([O:4][CH2:3][C:2]([F:22])([F:1])[F:21])=[N:6][C:7]([CH3:20])=[CH:8][C:9]=1[O:14][CH2:15][C:16]([F:18])([F:19])[F:17]. The catalyst class is: 252.